Task: Regression. Given a peptide amino acid sequence and an MHC pseudo amino acid sequence, predict their binding affinity value. This is MHC class II binding data.. Dataset: Peptide-MHC class II binding affinity with 134,281 pairs from IEDB (1) The peptide sequence is TVWEQILNTWLVKPG. The MHC is DRB1_1501 with pseudo-sequence DRB1_1501. The binding affinity (normalized) is 0.524. (2) The peptide sequence is KFTVFEAAFNKAIKE. The MHC is HLA-DPA10301-DPB10402 with pseudo-sequence HLA-DPA10301-DPB10402. The binding affinity (normalized) is 0.340. (3) The peptide sequence is RDCLIAHGAANTITE. The MHC is HLA-DPA10201-DPB10501 with pseudo-sequence HLA-DPA10201-DPB10501. The binding affinity (normalized) is 0.170. (4) The peptide sequence is REEHYIVLSSELRLS. The MHC is DRB1_0404 with pseudo-sequence DRB1_0404. The binding affinity (normalized) is 0.399. (5) The peptide sequence is YDKLLANVSTVLTGK. The MHC is DRB1_1602 with pseudo-sequence DRB1_1602. The binding affinity (normalized) is 0.628. (6) The peptide sequence is IRNPLSRNSTHEMYY. The MHC is HLA-DQA10501-DQB10402 with pseudo-sequence HLA-DQA10501-DQB10402. The binding affinity (normalized) is 0.310.